From a dataset of NCI-60 drug combinations with 297,098 pairs across 59 cell lines. Regression. Given two drug SMILES strings and cell line genomic features, predict the synergy score measuring deviation from expected non-interaction effect. (1) Drug 1: CCC1(CC2CC(C3=C(CCN(C2)C1)C4=CC=CC=C4N3)(C5=C(C=C6C(=C5)C78CCN9C7C(C=CC9)(C(C(C8N6C)(C(=O)OC)O)OC(=O)C)CC)OC)C(=O)OC)O.OS(=O)(=O)O. Drug 2: C(CCl)NC(=O)N(CCCl)N=O. Cell line: TK-10. Synergy scores: CSS=4.08, Synergy_ZIP=-1.72, Synergy_Bliss=0.724, Synergy_Loewe=-0.209, Synergy_HSA=-0.371. (2) Drug 1: C1CC(=O)NC(=O)C1N2CC3=C(C2=O)C=CC=C3N. Drug 2: CC1CCC2CC(C(=CC=CC=CC(CC(C(=O)C(C(C(=CC(C(=O)CC(OC(=O)C3CCCCN3C(=O)C(=O)C1(O2)O)C(C)CC4CCC(C(C4)OC)O)C)C)O)OC)C)C)C)OC. Cell line: PC-3. Synergy scores: CSS=32.8, Synergy_ZIP=-14.7, Synergy_Bliss=-8.23, Synergy_Loewe=-45.0, Synergy_HSA=-4.31. (3) Drug 1: CC12CCC(CC1=CCC3C2CCC4(C3CC=C4C5=CN=CC=C5)C)O. Drug 2: CC=C1C(=O)NC(C(=O)OC2CC(=O)NC(C(=O)NC(CSSCCC=C2)C(=O)N1)C(C)C)C(C)C. Cell line: 786-0. Synergy scores: CSS=19.0, Synergy_ZIP=-3.89, Synergy_Bliss=-3.90, Synergy_Loewe=-11.2, Synergy_HSA=-2.85. (4) Drug 2: C1=NC(=NC(=O)N1C2C(C(C(O2)CO)O)O)N. Drug 1: CC1=C(C=C(C=C1)NC(=O)C2=CC=C(C=C2)CN3CCN(CC3)C)NC4=NC=CC(=N4)C5=CN=CC=C5. Synergy scores: CSS=2.54, Synergy_ZIP=-1.44, Synergy_Bliss=-0.502, Synergy_Loewe=-4.93, Synergy_HSA=-2.06. Cell line: UACC-257. (5) Drug 1: CS(=O)(=O)CCNCC1=CC=C(O1)C2=CC3=C(C=C2)N=CN=C3NC4=CC(=C(C=C4)OCC5=CC(=CC=C5)F)Cl. Drug 2: C1CNP(=O)(OC1)N(CCCl)CCCl. Cell line: MALME-3M. Synergy scores: CSS=1.03, Synergy_ZIP=-0.653, Synergy_Bliss=-2.46, Synergy_Loewe=0.466, Synergy_HSA=-3.45. (6) Drug 1: CCC1=C2CN3C(=CC4=C(C3=O)COC(=O)C4(CC)O)C2=NC5=C1C=C(C=C5)O. Drug 2: C1=CC=C(C=C1)NC(=O)CCCCCCC(=O)NO. Cell line: NCI-H522. Synergy scores: CSS=42.1, Synergy_ZIP=-4.12, Synergy_Bliss=-3.13, Synergy_Loewe=-26.8, Synergy_HSA=1.23.